From a dataset of Forward reaction prediction with 1.9M reactions from USPTO patents (1976-2016). Predict the product of the given reaction. (1) Given the reactants C([N:3]1[CH2:8][CH2:7][N:6]([C:9]2[C:18]3[C:13](=[CH:14][CH:15]=[CH:16][CH:17]=3)[CH:12]=[C:11]([C:19]3[CH:24]=[CH:23][C:22]([S:25](=[O:30])(=[O:29])[NH:26][CH2:27][CH3:28])=[CH:21][CH:20]=3)[N:10]=2)[CH2:5][CH2:4]1)=O.[OH-].[Na+], predict the reaction product. The product is: [N:6]1([C:9]2[C:18]3[C:13](=[CH:14][CH:15]=[CH:16][CH:17]=3)[CH:12]=[C:11]([C:19]3[CH:20]=[CH:21][C:22]([S:25](=[O:30])(=[O:29])[NH:26][CH2:27][CH3:28])=[CH:23][CH:24]=3)[N:10]=2)[CH2:7][CH2:8][NH:3][CH2:4][CH2:5]1. (2) Given the reactants [CH3:1][O:2][C:3]1[CH:4]=[C:5]([C:9]2[N:10]=[C:11]3[N:15]([CH:16]=2)[CH:14]=[C:13]([C:17]([NH:19][CH2:20][CH2:21][CH2:22][CH2:23][CH2:24][CH2:25][C:26](O)=[O:27])=[O:18])[S:12]3)[CH:6]=[CH:7][CH:8]=1.[O:29]1[CH2:34][CH2:33][CH2:32][CH2:31][CH:30]1[O:35][NH2:36], predict the reaction product. The product is: [CH3:1][O:2][C:3]1[CH:4]=[C:5]([C:9]2[N:10]=[C:11]3[N:15]([CH:16]=2)[CH:14]=[C:13]([C:17]([NH:19][CH2:20][CH2:21][CH2:22][CH2:23][CH2:24][CH2:25][C:26](=[O:27])[NH:36][O:35][CH:30]2[CH2:31][CH2:32][CH2:33][CH2:34][O:29]2)=[O:18])[S:12]3)[CH:6]=[CH:7][CH:8]=1.